The task is: Predict the reactants needed to synthesize the given product.. This data is from Full USPTO retrosynthesis dataset with 1.9M reactions from patents (1976-2016). (1) Given the product [Br:17][C:18]1[CH:19]=[C:20]([C:24]2([C:7]3[CH:8]=[C:9]([CH3:16])[C:10]([O:14][CH3:15])=[C:11]([CH3:13])[N:12]=3)[C:32]3[C:33](=[C:34]([F:38])[CH:35]=[CH:36][CH:37]=3)[C:39]([NH2:40])=[N:25]2)[CH:21]=[CH:22][CH:23]=1, predict the reactants needed to synthesize it. The reactants are: C([Li])(C)(C)C.Br[C:7]1[N:12]=[C:11]([CH3:13])[C:10]([O:14][CH3:15])=[C:9]([CH3:16])[CH:8]=1.[Br:17][C:18]1[CH:19]=[C:20](/[C:24](/[C:32]2[CH:37]=[CH:36][CH:35]=[C:34]([F:38])[C:33]=2[C:39]#[N:40])=[N:25]\S(C(C)(C)C)=O)[CH:21]=[CH:22][CH:23]=1.Cl.CO. (2) Given the product [N:7]1([CH2:13][C:14]2[CH:27]=[C:26]3[C:17]([O:18][C:19]4[C:20]([C:28]5[NH:33][C:32](=[O:34])[CH:31]=[C:30]([N:35]6[CH2:40][CH2:39][O:38][CH2:37][CH2:36]6)[CH:29]=5)=[CH:21][CH:22]=[CH:23][C:24]=4[CH2:25]3)=[CH:16][CH:15]=2)[CH:11]=[CH:10][CH:9]=[N:8]1, predict the reactants needed to synthesize it. The reactants are: C(=O)([O-])[O-].[K+].[K+].[NH:7]1[CH:11]=[CH:10][CH:9]=[N:8]1.Cl[CH2:13][C:14]1[CH:27]=[C:26]2[C:17]([O:18][C:19]3[C:20]([C:28]4[NH:33][C:32](=[O:34])[CH:31]=[C:30]([N:35]5[CH2:40][CH2:39][O:38][CH2:37][CH2:36]5)[CH:29]=4)=[CH:21][CH:22]=[CH:23][C:24]=3[CH2:25]2)=[CH:16][CH:15]=1.C(OCC)(=O)C. (3) Given the product [Cl:1][C:2]1[CH:3]=[C:4]([C:9]2[CH:10]=[C:11]([C:12]([F:15])([F:14])[F:13])[N:20]3[N:21]=[CH:22][C:23]([C:24]4[CH:29]=[CH:28][CH:27]=[CH:26][N:25]=4)=[C:19]3[N:18]=2)[CH:5]=[CH:6][C:7]=1[Cl:8], predict the reactants needed to synthesize it. The reactants are: [Cl:1][C:2]1[CH:3]=[C:4]([C:9](=O)[CH2:10][C:11](=O)[C:12]([F:15])([F:14])[F:13])[CH:5]=[CH:6][C:7]=1[Cl:8].[NH2:18][C:19]1[C:23]([C:24]2[CH:29]=[CH:28][CH:27]=[CH:26][N:25]=2)=[CH:22][NH:21][N:20]=1. (4) Given the product [Cl:45][C:21]1[CH:23]=[C:24]([F:40])[C:25]([N:27]2[C:32](=[O:33])[CH:31]=[C:30]([C:34]([F:37])([F:36])[F:35])[N:29]([CH3:38])[C:28]2=[O:39])=[CH:26][C:20]=1[O:19][C:18]1[CH:41]=[CH:42][CH:43]=[CH:44][C:17]=1[O:16][CH2:9][C:10]1[CH:15]=[CH:14][CH:13]=[CH:12][CH:11]=1, predict the reactants needed to synthesize it. The reactants are: N(OCCC(C)C)=O.[CH2:9]([O:16][C:17]1[CH:44]=[CH:43][CH:42]=[CH:41][C:18]=1[O:19][C:20]1[CH:26]=[C:25]([N:27]2[C:32](=[O:33])[CH:31]=[C:30]([C:34]([F:37])([F:36])[F:35])[N:29]([CH3:38])[C:28]2=[O:39])[C:24]([F:40])=[CH:23][C:21]=1N)[C:10]1[CH:15]=[CH:14][CH:13]=[CH:12][CH:11]=1.[ClH:45]. (5) Given the product [OH:4][C:5]([CH3:17])([CH3:16])[CH2:6][C:7]1[CH:8]=[C:9]([CH:13]=[CH:14][CH:15]=1)[C:10]([OH:12])=[O:11], predict the reactants needed to synthesize it. The reactants are: C[Mg+].[Br-].[O:4]=[C:5]([CH3:16])[CH2:6][C:7]1[CH:8]=[C:9]([CH:13]=[CH:14][CH:15]=1)[C:10]([OH:12])=[O:11].[CH2:17](Cl)Cl.CO.